This data is from Catalyst prediction with 721,799 reactions and 888 catalyst types from USPTO. The task is: Predict which catalyst facilitates the given reaction. (1) The catalyst class is: 847. Reactant: [Cl:1][C:2]1[CH:3]=[C:4]([N:32]2[CH2:38][CH:37]([N:39]([CH3:41])[CH3:40])[C:34]3([CH2:36][CH2:35]3)[CH2:33]2)[C:5]([F:31])=[C:6]([NH:8][NH:9][C:10](=[O:30])[C@H:11]([CH2:24][CH:25]2[CH2:29][CH2:28][CH2:27][CH2:26]2)[CH2:12][N:13]([O:16]CC2C=CC=CC=2)[CH:14]=[O:15])[CH:7]=1. Product: [Cl:1][C:2]1[CH:3]=[C:4]([N:32]2[CH2:38][CH:37]([N:39]([CH3:41])[CH3:40])[C:34]3([CH2:36][CH2:35]3)[CH2:33]2)[C:5]([F:31])=[C:6]([NH:8][NH:9][C:10](=[O:30])[C@H:11]([CH2:24][CH:25]2[CH2:26][CH2:27][CH2:28][CH2:29]2)[CH2:12][N:13]([OH:16])[CH:14]=[O:15])[CH:7]=1. (2) Reactant: FC(F)(F)S(O[C:7]1[CH:8]=[CH:9][CH:10]=[C:11]2[C:16]=1[N:15]=[C:14]([C:17]1[N:21]3[CH:22]=[CH:23][C:24]([O:26][CH2:27][CH2:28][O:29][CH3:30])=[CH:25][C:20]3=[N:19][CH:18]=1)[CH:13]=[C:12]2[C:31]1[O:35][CH:34]=[N:33][CH:32]=1)(=O)=O.C([O-])([O-])=O.[Cs+].[Cs+].[NH:44]1[CH2:49][CH2:48][CH:47]([OH:50])[CH2:46][CH2:45]1. Product: [CH3:30][O:29][CH2:28][CH2:27][O:26][C:24]1[CH:23]=[CH:22][N:21]2[C:17]([C:14]3[CH:13]=[C:12]([C:31]4[O:35][CH:34]=[N:33][CH:32]=4)[C:11]4[C:16](=[C:7]([N:44]5[CH2:49][CH2:48][CH:47]([OH:50])[CH2:46][CH2:45]5)[CH:8]=[CH:9][CH:10]=4)[N:15]=3)=[CH:18][N:19]=[C:20]2[CH:25]=1. The catalyst class is: 101. (3) Reactant: [C:1]1([C:11]2[CH:16]=[CH:15][CH:14]=[CH:13][CH:12]=2)[CH:6]=[CH:5][C:4]([S:7](Cl)(=[O:9])=[O:8])=[CH:3][CH:2]=1.C(N(C(C)C)CC)(C)C.[C:26]([O:30][C:31](=[O:46])[CH2:32][O:33][C:34]1[C:39]2[CH2:40][CH2:41][CH2:42][CH2:43][CH:44]([NH2:45])[C:38]=2[CH:37]=[CH:36][CH:35]=1)([CH3:29])([CH3:28])[CH3:27].O. Product: [C:26]([O:30][C:31](=[O:46])[CH2:32][O:33][C:34]1[C:39]2[CH2:40][CH2:41][CH2:42][CH2:43][CH:44]([NH:45][S:7]([C:4]3[CH:5]=[CH:6][C:1]([C:11]4[CH:16]=[CH:15][CH:14]=[CH:13][CH:12]=4)=[CH:2][CH:3]=3)(=[O:9])=[O:8])[C:38]=2[CH:37]=[CH:36][CH:35]=1)([CH3:29])([CH3:27])[CH3:28]. The catalyst class is: 2. (4) Reactant: [CH3:1][C:2]1[C:10]2[C:5](=[CH:6][CH:7]=[CH:8][CH:9]=2)[NH:4][C:3]=1[C:11]([O:13][CH2:14]C)=[O:12].[Mg].ClCCl.[NH4+].[Cl-]. Product: [CH3:1][CH:2]1[C:10]2[C:5](=[CH:6][CH:7]=[CH:8][CH:9]=2)[NH:4][CH:3]1[C:11]([O:13][CH3:14])=[O:12]. The catalyst class is: 5.